From a dataset of Reaction yield outcomes from USPTO patents with 853,638 reactions. Predict the reaction yield, written as a fraction of the theoretical maximum amount of product (1.0 means a 100% yield; for example, 0.34 means a 34% yield). (1) The reactants are [C:1]([O:5][C:6]([NH:8][C@H:9]([C:18]([OH:20])=O)[CH2:10][C:11]1[CH:16]=[CH:15][C:14]([OH:17])=[CH:13][CH:12]=1)=[O:7])([CH3:4])([CH3:3])[CH3:2].Cl.CN.O.O[N:26]1[C:30]2C=CC=CC=2N=N1.C1C=CC2N(O)N=NC=2C=1.CN1CCOCC1.Cl.C(N=C=NCCCN(C)C)C. The catalyst is CN(C=O)C.O. The product is [CH3:30][NH:26][C:18](=[O:20])[C@H:9]([CH2:10][C:11]1[CH:16]=[CH:15][C:14]([OH:17])=[CH:13][CH:12]=1)[NH:8][C:6]([O:5][C:1]([CH3:4])([CH3:3])[CH3:2])=[O:7]. The yield is 0.840. (2) The reactants are [I:1][C:2]1[CH:8]=[CH:7][CH:6]=[CH:5][C:3]=1[NH2:4].[CH3:9][O:10][C:11]1[CH:16]=[CH:15][C:14]([S:17](Cl)(=[O:19])=[O:18])=[CH:13][CH:12]=1.C(O)C. The product is [I:1][C:2]1[CH:8]=[CH:7][CH:6]=[CH:5][C:3]=1[NH:4][S:17]([C:14]1[CH:13]=[CH:12][C:11]([O:10][CH3:9])=[CH:16][CH:15]=1)(=[O:19])=[O:18]. The catalyst is N1C=CC=CC=1. The yield is 0.720. (3) The reactants are C[O:2][C:3](=O)[C:4]1[CH:9]=[C:8]([O:10][CH3:11])[C:7]([O:12][CH2:13][CH2:14][CH2:15][Cl:16])=[CH:6][C:5]=1[NH2:17].Cl.[CH:20](N)=[NH:21]. The catalyst is C(O)C. The product is [Cl:16][CH2:15][CH2:14][CH2:13][O:12][C:7]1[CH:6]=[C:5]2[C:4]([C:3]([OH:2])=[N:21][CH:20]=[N:17]2)=[CH:9][C:8]=1[O:10][CH3:11]. The yield is 0.560. (4) The reactants are C(OC(=O)[NH:7][CH2:8][C:9]1[C:10]([C:15]([F:18])([CH3:17])[CH3:16])=[N:11][CH:12]=[N:13][CH:14]=1)(C)(C)C.[ClH:20]. The catalyst is C(Cl)Cl. The product is [ClH:20].[ClH:20].[F:18][C:15]([C:10]1[C:9]([CH2:8][NH2:7])=[CH:14][N:13]=[CH:12][N:11]=1)([CH3:16])[CH3:17]. The yield is 1.00. (5) The reactants are [C:1]([Si:5]([CH3:30])([CH3:29])[O:6][C@H:7]1[CH2:15][CH2:14][CH2:13][C@@:12]2([CH3:16])[C@H:8]1[CH2:9][CH2:10][C@@H:11]2[C:17](=[CH2:28])[CH2:18][CH2:19][O:20][Si:21]([C:24]([CH3:27])([CH3:26])[CH3:25])([CH3:23])[CH3:22])([CH3:4])([CH3:3])[CH3:2].[N+](=[CH:33][C:34]([O:36][CH2:37][CH3:38])=[O:35])=[N-]. The catalyst is ClCCl. The product is [CH2:37]([O:36][C:34]([CH:33]1[CH2:28][C:17]1([CH2:18][CH2:19][O:20][Si:21]([C:24]([CH3:25])([CH3:27])[CH3:26])([CH3:22])[CH3:23])[C@@H:11]1[C@:12]2([CH3:16])[C@H:8]([C@@H:7]([O:6][Si:5]([C:1]([CH3:4])([CH3:2])[CH3:3])([CH3:29])[CH3:30])[CH2:15][CH2:14][CH2:13]2)[CH2:9][CH2:10]1)=[O:35])[CH3:38]. The yield is 0.710. (6) The reactants are Br[CH2:2][C:3]1[CH:8]=[CH:7][C:6]([C:9]2[CH:16]=[CH:15][CH:14]=[CH:13][C:10]=2[C:11]#[N:12])=[CH:5][CH:4]=1.C1(=O)[NH:21]C(=O)C2=CC=CC=C12.[K].O.O.NN. The catalyst is CN(C=O)C.CO. The product is [NH2:21][CH2:2][C:3]1[CH:8]=[CH:7][C:6]([C:9]2[CH:16]=[CH:15][CH:14]=[CH:13][C:10]=2[C:11]#[N:12])=[CH:5][CH:4]=1. The yield is 0.930.